This data is from Forward reaction prediction with 1.9M reactions from USPTO patents (1976-2016). The task is: Predict the product of the given reaction. (1) The product is: [CH3:26][C:21]1[C:20]([C:7]2[C:8]3[O:13][CH2:12][C@H:11]([C:14]4[CH:19]=[CH:18][CH:17]=[CH:16][N:15]=4)[N:10]4[C:2]([C:35]5[CH2:40][CH2:39][N:38]([C:41]([O:43][C:44]([CH3:47])([CH3:46])[CH3:45])=[O:42])[CH2:37][CH:36]=5)=[N:3][C:4]([C:9]=34)=[CH:5][CH:6]=2)=[C:24]([CH3:25])[O:23][N:22]=1. Given the reactants Cl[C:2]1[N:10]2[C@@H:11]([C:14]3[CH:19]=[CH:18][CH:17]=[CH:16][N:15]=3)[CH2:12][O:13][C:8]3=[C:9]2[C:4](=[CH:5][CH:6]=[C:7]3[C:20]2[C:21]([CH3:26])=[N:22][O:23][C:24]=2[CH3:25])[N:3]=1.CC1(C)C(C)(C)OB([C:35]2[CH2:36][CH2:37][N:38]([C:41]([O:43][C:44]([CH3:47])([CH3:46])[CH3:45])=[O:42])[CH2:39][CH:40]=2)O1.P([O-])([O-])([O-])=O.[K+].[K+].[K+], predict the reaction product. (2) Given the reactants P(Cl)(Cl)(Cl)=O.[F:6][C:7]1[CH:8]=[C:9]([C:14](=O)[CH3:15])[CH:10]=[CH:11][C:12]=1[F:13].[ClH:17].NO.C([O-])(O)=O.[Na+].C[N:26]([CH:28]=O)C, predict the reaction product. The product is: [Cl:17]/[C:14](/[C:9]1[CH:10]=[CH:11][C:12]([F:13])=[C:7]([F:6])[CH:8]=1)=[CH:15]\[C:28]#[N:26]. (3) Given the reactants [NH2:1][C:2]1[CH:7]=[C:6]([Br:8])[CH:5]=[CH:4][C:3]=1[C:9]([OH:12])([CH3:11])[CH3:10].C1N=CN([C:18](N2C=NC=C2)=[O:19])C=1, predict the reaction product. The product is: [Br:8][C:6]1[CH:5]=[CH:4][C:3]2[C:9]([CH3:10])([CH3:11])[O:12][C:18](=[O:19])[NH:1][C:2]=2[CH:7]=1. (4) Given the reactants C([O:3][C:4]([C:6]1[CH:38]=[CH:37][C:9]2[N:10]([CH:31]3[CH2:36][CH2:35][CH2:34][CH2:33][CH2:32]3)[C:11]([C:13]3[CH:14]=[C:15]4[C:20](=[CH:21][CH:22]=3)[N:19]=[C:18]([C:23](=[O:30])NC(C(=O)N)C)[CH:17]=[CH:16]4)=[N:12][C:8]=2[CH:7]=1)=[O:5])C.[NH2:39][C@H:40]([C:44]([NH2:46])=[O:45])[CH:41]([CH3:43])[CH3:42].C(C(NC(C1C=CC2C(=CC=C(C3N(C4CCCCC4)C4C=CC(C(O)=O)=CC=4N=3)C=2)N=1)=O)C)(=O)N, predict the reaction product. The product is: [C:44]([CH:40]([NH:39][C:23]([C:18]1[CH:17]=[CH:16][C:15]2[C:20](=[CH:21][CH:22]=[C:13]([C:11]3[N:10]([CH:31]4[CH2:36][CH2:35][CH2:34][CH2:33][CH2:32]4)[C:9]4[CH:37]=[CH:38][C:6]([C:4]([OH:5])=[O:3])=[CH:7][C:8]=4[N:12]=3)[CH:14]=2)[N:19]=1)=[O:30])[CH:41]([CH3:43])[CH3:42])(=[O:45])[NH2:46]. (5) Given the reactants [H-].[Na+].[CH3:3][C:4]1[C:8]2[CH:9]=[CH:10][C:11]([CH3:13])=[CH:12][C:7]=2[O:6][C:5]=1[C:14](=O)[CH2:15][CH2:16][CH2:17][CH3:18].[OH2:20], predict the reaction product. The product is: [CH3:3][C:4]1[C:8]2[CH:9]=[CH:10][C:11]([CH3:13])=[CH:12][C:7]=2[O:6][C:5]=1[C:14]([CH2:15][CH2:16][CH2:17][CH3:18])=[CH:4][C:5]([O:6][CH2:7][CH3:8])=[O:20].